This data is from Catalyst prediction with 721,799 reactions and 888 catalyst types from USPTO. The task is: Predict which catalyst facilitates the given reaction. (1) Reactant: [C:1]([O:5][C:6]([N:8]1[CH2:13][CH2:12][C@H:11]([C:14]2[CH:19]=[CH:18][CH:17]=[C:16](Br)[CH:15]=2)[C@@H:10]([O:21][CH2:22][C:23]2[CH:32]=[CH:31][C:30]3[C:25](=[CH:26][CH:27]=[CH:28][CH:29]=3)[CH:24]=2)[CH2:9]1)=[O:7])([CH3:4])([CH3:3])[CH3:2].[CH2:33]([O:35][C:36]([C:38]1[CH:43]=[CH:42][C:41](B(O)O)=[CH:40][CH:39]=1)=[O:37])[CH3:34].C(COC)OC.C([O-])([O-])=O.[Na+].[Na+]. Product: [C:1]([O:5][C:6]([N:8]1[CH2:13][CH2:12][C@H:11]([C:14]2[CH:15]=[C:16]([C:41]3[CH:42]=[CH:43][C:38]([C:36]([O:35][CH2:33][CH3:34])=[O:37])=[CH:39][CH:40]=3)[CH:17]=[CH:18][CH:19]=2)[C@@H:10]([O:21][CH2:22][C:23]2[CH:32]=[CH:31][C:30]3[C:25](=[CH:26][CH:27]=[CH:28][CH:29]=3)[CH:24]=2)[CH2:9]1)=[O:7])([CH3:4])([CH3:3])[CH3:2]. The catalyst class is: 690. (2) Reactant: [CH3:1][OH:2].[H-].[Na+].[Cl:5][C:6]1[CH:7]=[C:8]2[C:16](=[C:17]([N+:20]([O-:22])=[O:21])[C:18]=1F)[NH:15][C:14]1[CH:13]=[N:12][CH:11]=[CH:10][C:9]2=1.O. Product: [Cl:5][C:6]1[CH:7]=[C:8]2[C:16](=[C:17]([N+:20]([O-:22])=[O:21])[C:18]=1[O:2][CH3:1])[NH:15][C:14]1[CH:13]=[N:12][CH:11]=[CH:10][C:9]2=1. The catalyst class is: 3. (3) Reactant: [F:1][C:2]1[CH:3]=[C:4]([CH:52]=[C:53]([F:55])[CH:54]=1)[CH2:5][C@H:6]([C:37](N1[C@@H](CC2C=CC=CC=2)COC1=O)=[O:38])[C@@H:7]([CH:9]1[CH2:18][C:17]2[C:12](=[C:13]([O:19][Si:20]([CH:27]([CH3:29])[CH3:28])([CH:24]([CH3:26])[CH3:25])[CH:21]([CH3:23])[CH3:22])[CH:14]=[CH:15][CH:16]=2)[CH2:11][N:10]1[C:30]([O:32][C:33]([CH3:36])([CH3:35])[CH3:34])=[O:31])[OH:8].[Li+].[OH-:57].OO. Product: [F:55][C:53]1[CH:52]=[C:4]([CH:3]=[C:2]([F:1])[CH:54]=1)[CH2:5][C@@H:6]([C@@H:7]([CH:9]1[CH2:18][C:17]2[C:12](=[C:13]([O:19][Si:20]([CH:27]([CH3:29])[CH3:28])([CH:24]([CH3:25])[CH3:26])[CH:21]([CH3:23])[CH3:22])[CH:14]=[CH:15][CH:16]=2)[CH2:11][N:10]1[C:30]([O:32][C:33]([CH3:34])([CH3:36])[CH3:35])=[O:31])[OH:8])[C:37]([OH:57])=[O:38]. The catalyst class is: 20. (4) Reactant: [F:1][C:2]1[C:7]([F:8])=[C:6]([OH:9])[CH:5]=[CH:4][C:3]=1[C:10]1[S:14][C:13]([N:15]2[CH2:18][C:17]3([CH2:23][CH2:22][N:21]([C:24]([O:26][C:27]([CH3:30])([CH3:29])[CH3:28])=[O:25])[CH2:20][CH2:19]3)[CH2:16]2)=[N:12][N:11]=1.[F:31][C:32]([F:51])([F:50])[S:33](N(C1C=CC=CC=1)[S:33]([C:32]([F:51])([F:50])[F:31])(=[O:35])=[O:34])(=[O:35])=[O:34]. Product: [F:1][C:2]1[C:7]([F:8])=[C:6]([O:9][S:33]([C:32]([F:51])([F:50])[F:31])(=[O:35])=[O:34])[CH:5]=[CH:4][C:3]=1[C:10]1[S:14][C:13]([N:15]2[CH2:18][C:17]3([CH2:23][CH2:22][N:21]([C:24]([O:26][C:27]([CH3:30])([CH3:29])[CH3:28])=[O:25])[CH2:20][CH2:19]3)[CH2:16]2)=[N:12][N:11]=1. The catalyst class is: 2. (5) Reactant: [CH2:1]1[CH2:6][CH2:5][C:4]([CH2:11][NH2:12])([CH2:7][C:8]([OH:10])=[O:9])[CH2:3][CH2:2]1.Cl.C(O)C.O. Product: [CH2:1]1[CH2:2][CH2:3][C:4]([CH2:11][NH2:12])([CH2:7][C:8]([OH:10])=[O:9])[CH2:5][CH2:6]1. The catalyst class is: 66. (6) Reactant: [CH3:1][O:2][C:3](=[O:15])[C@@H:4]([CH2:8][CH:9]1[CH2:14][CH2:13][CH2:12][CH2:11][CH2:10]1)[CH2:5][CH:6]=O.Cl.[NH2:17][C@H:18]1[C:27]([CH2:30][CH3:31])([CH2:28][CH3:29])[C:26]2[CH:25]=[C:24]([C:32]([NH2:34])=[O:33])[CH:23]=[CH:22][C:21]=2[CH2:20][C@@H:19]1[O:35][CH3:36].C(N(CC)CC)C.C(O[BH-](OC(=O)C)OC(=O)C)(=O)C.[Na+].C(=O)(O)[O-].[Na+].C(=O)([O-])[O-].[Na+].[Na+].S([O-])([O-])(=O)=O.[Na+].[Na+]. Product: [CH3:1][O:2][C:3](=[O:15])[C@@H:4]([CH2:8][CH:9]1[CH2:14][CH2:13][CH2:12][CH2:11][CH2:10]1)[CH2:5][CH2:6][NH:17][C@@H:18]1[C@@H:19]([O:35][CH3:36])[CH2:20][C:21]2[C:26](=[CH:25][C:24]([C:32](=[O:33])[NH2:34])=[CH:23][CH:22]=2)[C:27]1([CH2:30][CH3:31])[CH2:28][CH3:29]. The catalyst class is: 98. (7) Reactant: [CH3:1][O:2][C:3]1[CH:4]=[CH:5][C:6]([CH2:11][C:12]2[N:21]=[CH:20][CH:19]=[C:18]3[C:13]=2[CH:14]=[C:15]([O:24][CH3:25])[C:16]([O:22][CH3:23])=[CH:17]3)=[CH:7][C:8]=1[O:9][CH3:10].Cl. Product: [CH3:1][O:2][C:3]1[CH:4]=[CH:5][C:6]([CH2:11][C:12]2[N:21]=[CH:20][CH:19]=[C:18]3[C:13]=2[CH:14]=[C:15]([O:24][CH3:25])[C:16]([O:22][CH3:23])=[CH:17]3)=[CH:7][C:8]=1[O:9][CH3:10]. The catalyst class is: 74. (8) Reactant: [CH2:1]([C:19]([OH:58])([CH:38]([OH:57])[CH2:39][CH2:40][CH2:41][CH2:42][CH2:43][CH2:44][CH2:45][CH2:46]/[CH:47]=[CH:48]\[CH2:49]/[CH:50]=[CH:51]\[CH2:52][CH2:53][CH2:54][CH2:55][CH3:56])[CH2:20][CH2:21][CH2:22][CH2:23][CH2:24][CH2:25][CH2:26][CH2:27]/[CH:28]=[CH:29]\[CH2:30]/[CH:31]=[CH:32]\[CH2:33][CH2:34][CH2:35][CH2:36][CH3:37])[CH2:2][CH2:3][CH2:4][CH2:5][CH2:6][CH2:7][CH2:8]/[CH:9]=[CH:10]\[CH2:11]/[CH:12]=[CH:13]\[CH2:14][CH2:15][CH2:16][CH2:17][CH3:18].Cl.[CH3:60][N:61]([CH3:68])[CH2:62][CH2:63][CH2:64][C:65](O)=[O:66].CCN=C=NCCCN(C)C.Cl.CCN(C(C)C)C(C)C. Product: [CH3:60][N:61]([CH3:68])[CH2:62][CH2:63][CH2:64][C:65]([O:57][CH:38]([C:19]([OH:58])([CH2:20][CH2:21][CH2:22][CH2:23][CH2:24][CH2:25][CH2:26][CH2:27]/[CH:28]=[CH:29]\[CH2:30]/[CH:31]=[CH:32]\[CH2:33][CH2:34][CH2:35][CH2:36][CH3:37])[CH2:1][CH2:2][CH2:3][CH2:4][CH2:5][CH2:6][CH2:7][CH2:8]/[CH:9]=[CH:10]\[CH2:11]/[CH:12]=[CH:13]\[CH2:14][CH2:15][CH2:16][CH2:17][CH3:18])[CH2:39][CH2:40][CH2:41][CH2:42][CH2:43][CH2:44][CH2:45][CH2:46]/[CH:47]=[CH:48]\[CH2:49]/[CH:50]=[CH:51]\[CH2:52][CH2:53][CH2:54][CH2:55][CH3:56])=[O:66]. The catalyst class is: 154.